From a dataset of Forward reaction prediction with 1.9M reactions from USPTO patents (1976-2016). Predict the product of the given reaction. (1) Given the reactants O.NN.[N+:4]([C:7]1[CH:8]=[C:9]([CH:21]=[CH:22][CH:23]=1)[CH2:10][C:11]1[CH:16]=[CH:15][CH:14]=[CH:13][C:12]=1[C:17]([F:20])([F:19])[F:18])([O-])=O, predict the reaction product. The product is: [F:18][C:17]([F:19])([F:20])[C:12]1[CH:13]=[CH:14][CH:15]=[CH:16][C:11]=1[CH2:10][C:9]1[CH:8]=[C:7]([CH:23]=[CH:22][CH:21]=1)[NH2:4]. (2) Given the reactants [CH3:1][O:2][C:3]1[CH:4]=[C:5]([CH:10]=[CH:11][C:12]=1[CH3:13])[C:6]([O:8][CH3:9])=[O:7].C1C(=O)N([Br:21])C(=O)C1.CC(N=NC(C#N)(C)C)(C#N)C, predict the reaction product. The product is: [Br:21][CH2:13][C:12]1[CH:11]=[CH:10][C:5]([C:6]([O:8][CH3:9])=[O:7])=[CH:4][C:3]=1[O:2][CH3:1]. (3) Given the reactants [CH3:1][N:2]1[C:7](=[O:8])[C:6]2[C:9]([C:23]([OH:25])=O)=[C:10]([CH2:12][C:13]3[CH:18]=[CH:17][CH:16]=[CH:15][C:14]=3[C:19]([F:22])([F:21])[F:20])[S:11][C:5]=2[N:4]([CH2:26][CH:27]([CH3:29])[CH3:28])[C:3]1=[O:30].C(Cl)(=O)[C:32]([Cl:34])=O, predict the reaction product. The product is: [Cl:34][CH2:32][C:23]([C:9]1[C:6]2[C:7](=[O:8])[N:2]([CH3:1])[C:3](=[O:30])[N:4]([CH2:26][CH:27]([CH3:28])[CH3:29])[C:5]=2[S:11][C:10]=1[CH2:12][C:13]1[CH:18]=[CH:17][CH:16]=[CH:15][C:14]=1[C:19]([F:21])([F:22])[F:20])=[O:25].